Dataset: Full USPTO retrosynthesis dataset with 1.9M reactions from patents (1976-2016). Task: Predict the reactants needed to synthesize the given product. (1) Given the product [CH2:18]([N:25]1[CH2:29][CH2:28][CH:27]([CH2:30][O:31][Si:14]([C:10]([CH3:13])([CH3:12])[CH3:11])([CH3:17])[CH3:16])[CH2:26]1)[C:19]1[CH:24]=[CH:23][CH:22]=[CH:21][CH:20]=1, predict the reactants needed to synthesize it. The reactants are: C(N(C(C)C)CC)(C)C.[C:10]([Si:14]([CH3:17])([CH3:16])Cl)([CH3:13])([CH3:12])[CH3:11].[CH2:18]([N:25]1[CH2:29][CH2:28][CH:27]([CH2:30][OH:31])[CH2:26]1)[C:19]1[CH:24]=[CH:23][CH:22]=[CH:21][CH:20]=1. (2) Given the product [CH:1]1([NH:4][C:5](=[O:42])[C:6]2[CH:11]=[CH:10][C:9]([C:12]3[CH:13]=[N:14][N:15]4[C:20]([NH:21][CH2:22][CH:23]5[CH2:28][CH2:27][O:26][CH2:25][CH2:24]5)=[N:19][C:18]([N:38]([CH3:39])[CH3:40])=[N:17][C:16]=34)=[CH:8][C:7]=2[CH3:41])[CH2:2][CH2:3]1, predict the reactants needed to synthesize it. The reactants are: [CH:1]1([NH:4][C:5](=[O:42])[C:6]2[CH:11]=[CH:10][C:9]([C:12]3[CH:13]=[N:14][N:15]4[C:20]([N:21](CC5C=CC(OC)=CC=5)[CH2:22][CH:23]5[CH2:28][CH2:27][O:26][CH2:25][CH2:24]5)=[N:19][C:18]([N:38]([CH3:40])[CH3:39])=[N:17][C:16]=34)=[CH:8][C:7]=2[CH3:41])[CH2:3][CH2:2]1.C(O)(C(F)(F)F)=O. (3) Given the product [CH3:31][C:29]1[CH:28]=[CH:27][C:25]2[S:26][C:22]([S:19]([NH:1][C:2]3[CH:11]=[CH:10][C:5]([C:6]([O:8][CH3:9])=[O:7])=[CH:4][C:3]=3[S:12]([CH3:15])(=[O:14])=[O:13])(=[O:21])=[O:20])=[C:23]([CH3:32])[C:24]=2[CH:30]=1, predict the reactants needed to synthesize it. The reactants are: [NH2:1][C:2]1[CH:11]=[CH:10][C:5]([C:6]([O:8][CH3:9])=[O:7])=[CH:4][C:3]=1[S:12]([CH3:15])(=[O:14])=[O:13].[H-].[Na+].Cl[S:19]([C:22]1[S:26][C:25]2[CH:27]=[CH:28][C:29]([CH3:31])=[CH:30][C:24]=2[C:23]=1[CH3:32])(=[O:21])=[O:20]. (4) Given the product [Br:1][C:2]1[CH:3]=[C:4]([C:5]2[N:30]([C:27]3[CH:28]=[CH:29][C:24]([S:21]([N:15]4[CH2:20][CH2:19][CH2:18][CH2:17][CH2:16]4)(=[O:23])=[O:22])=[CH:25][CH:26]=3)[C:11]([CH3:10])=[CH:12][CH:13]=2)[CH:7]=[CH:8][CH:9]=1, predict the reactants needed to synthesize it. The reactants are: [Br:1][C:2]1[CH:3]=[C:4]([CH:7]=[CH:8][CH:9]=1)[CH:5]=O.[CH3:10][C:11](=O)[CH:12]=[CH2:13].[N:15]1([S:21]([C:24]2[CH:29]=[CH:28][C:27]([NH2:30])=[CH:26][CH:25]=2)(=[O:23])=[O:22])[CH2:20][CH2:19][CH2:18][CH2:17][CH2:16]1. (5) Given the product [NH:42]1[CH:43]=[C:44]([C:2]2[CH:40]=[CH:39][C:5]([CH2:6][N:7]3[C:11]4[CH:12]=[CH:13][C:14]([O:16][CH2:17][C:18]5[CH:27]=[CH:26][C:25]6[C:20](=[CH:21][CH:22]=[CH:23][CH:24]=6)[N:19]=5)=[CH:15][C:10]=4[N:9]=[C:8]3[CH2:28][C:29]3([C:34]([OH:36])=[O:35])[CH2:33][CH2:32][CH2:31][CH2:30]3)=[CH:4][CH:3]=2)[CH:45]=[N:41]1, predict the reactants needed to synthesize it. The reactants are: Br[C:2]1[CH:40]=[CH:39][C:5]([CH2:6][N:7]2[C:11]3[CH:12]=[CH:13][C:14]([O:16][CH2:17][C:18]4[CH:27]=[CH:26][C:25]5[C:20](=[CH:21][CH:22]=[CH:23][CH:24]=5)[N:19]=4)=[CH:15][C:10]=3[N:9]=[C:8]2[CH2:28][C:29]2([C:34]([O:36]CC)=[O:35])[CH2:33][CH2:32][CH2:31][CH2:30]2)=[CH:4][CH:3]=1.[NH:41]1[CH:45]=[C:44](B2OC(C)(C)C(C)(C)O2)[CH:43]=[N:42]1.